From a dataset of Full USPTO retrosynthesis dataset with 1.9M reactions from patents (1976-2016). Predict the reactants needed to synthesize the given product. (1) Given the product [OH:13][N:11]1[C:10]2[C:2](=[CH:3][C:4]([C:5]([OH:7])=[O:6])=[CH:8][CH:9]=2)[CH:1]=[N:15]1.[Br:14][CH2:1][C:2]1[CH:3]=[C:4]([CH:8]=[CH:9][C:10]=1[N+:11]([O-:13])=[O:12])[C:5]([OH:7])=[O:6], predict the reactants needed to synthesize it. The reactants are: [CH3:1][C:2]1[CH:3]=[C:4]([CH:8]=[CH:9][C:10]=1[N+:11]([O-:13])=[O:12])[C:5]([OH:7])=[O:6].[Br:14][N:15]1C(=O)CCC1=O.CC(N=NC(C#N)(C)C)(C#N)C. (2) Given the product [N:10]1([CH2:15][C:16]2[CH:17]=[CH:18][C:19]([C:5]3[CH:6]=[N:1][CH:2]=[N:3][CH:4]=3)=[N:20][CH:21]=2)[CH:14]=[CH:13][N:12]=[CH:11]1, predict the reactants needed to synthesize it. The reactants are: [N:1]1[CH:6]=[C:5](B(O)O)[CH:4]=[N:3][CH:2]=1.[N:10]1([CH2:15][C:16]2[CH:17]=[CH:18][C:19](Br)=[N:20][CH:21]=2)[CH:14]=[CH:13][N:12]=[CH:11]1. (3) Given the product [NH2:6][C:7](=[O:33])[C@@H:8]([NH:17][C:18]([C@@H:20]1[CH2:25][CH2:24][CH2:23][CH2:22][N:21]1[C:26]([O:28][C:29]([CH3:32])([CH3:31])[CH3:30])=[O:27])=[O:19])[CH2:9][C:10]1[CH:15]=[CH:14][C:13]([B:37]2[O:38][C:39]([CH3:41])([CH3:40])[C:35]([CH3:51])([CH3:34])[O:36]2)=[CH:12][CH:11]=1, predict the reactants needed to synthesize it. The reactants are: C([O-])(=O)C.[K+].[NH2:6][C:7](=[O:33])[C@@H:8]([NH:17][C:18]([C@@H:20]1[CH2:25][CH2:24][CH2:23][CH2:22][N:21]1[C:26]([O:28][C:29]([CH3:32])([CH3:31])[CH3:30])=[O:27])=[O:19])[CH2:9][C:10]1[CH:15]=[CH:14][C:13](I)=[CH:12][CH:11]=1.[CH3:34][C:35]1([CH3:51])[C:39]([CH3:41])([CH3:40])[O:38][B:37]([B:37]2[O:38][C:39]([CH3:41])([CH3:40])[C:35]([CH3:51])([CH3:34])[O:36]2)[O:36]1. (4) Given the product [CH:8]1([C:7]2[CH:5]=[CH:4][C:13]([C:11]#[N:12])=[C:14]([OH:15])[N:16]=2)[CH2:9][CH2:10]1, predict the reactants needed to synthesize it. The reactants are: CN([CH2:4][C:5]([CH:7]=[C:8]1[CH2:10][CH2:9]1)=O)C.[C:11]([CH2:13][C:14]([NH2:16])=[O:15])#[N:12].N1CCCCC1.Cl. (5) Given the product [Br-:35].[C:10]([C:9]([C:18]1[CH:19]=[CH:20][CH:21]=[CH:22][CH:23]=1)([C:12]1[CH:13]=[CH:14][CH:15]=[CH:16][CH:17]=1)[C:4]12[CH2:5][CH2:6][N+:1]([CH2:34][CH2:33][CH2:32][CH2:31][O:30][C:24]3[CH:29]=[CH:28][CH:27]=[CH:26][CH:25]=3)([CH2:2][CH2:3]1)[CH2:8][CH2:7]2)#[N:11], predict the reactants needed to synthesize it. The reactants are: [N:1]12[CH2:8][CH2:7][C:4]([C:9]([C:18]3[CH:23]=[CH:22][CH:21]=[CH:20][CH:19]=3)([C:12]3[CH:17]=[CH:16][CH:15]=[CH:14][CH:13]=3)[C:10]#[N:11])([CH2:5][CH2:6]1)[CH2:3][CH2:2]2.[C:24]1([O:30][CH2:31][CH2:32][CH2:33][CH2:34][Br:35])[CH:29]=[CH:28][CH:27]=[CH:26][CH:25]=1. (6) Given the product [C:45]([O:44][C:42](=[O:43])[NH:41][CH2:40][C:34]1[CH:35]=[CH:36][C:37]([Cl:39])=[CH:38][C:33]=1[CH2:32][NH:31][C:30]([C@@H:25]1[CH2:26][S:27][CH2:28][CH2:29][NH:24]1)=[O:49])([CH3:48])([CH3:46])[CH3:47], predict the reactants needed to synthesize it. The reactants are: N1CCCCC1.C1C2C(COC([N:24]3[CH2:29][CH2:28][S:27][CH2:26][C@H:25]3[C:30](=[O:49])[NH:31][CH2:32][C:33]3[CH:38]=[C:37]([Cl:39])[CH:36]=[CH:35][C:34]=3[CH2:40][NH:41][C:42]([O:44][C:45]([CH3:48])([CH3:47])[CH3:46])=[O:43])=O)C3C(=CC=CC=3)C=2C=CC=1.